Dataset: Reaction yield outcomes from USPTO patents with 853,638 reactions. Task: Predict the reaction yield, written as a fraction of the theoretical maximum amount of product (1.0 means a 100% yield; for example, 0.34 means a 34% yield). The reactants are [F:1][C:2]1[CH:3]=[C:4]([C:32](=O)[CH3:33])[CH:5]=[CH:6][C:7]=1[N:8]1[CH2:13][CH2:12][N:11]([C:14]([C:16]2[CH:21]=[C:20]([S:22]([CH3:25])(=[O:24])=[O:23])[CH:19]=[CH:18][C:17]=2[N:26]2[CH2:31][CH2:30][CH2:29][CH2:28][CH2:27]2)=[O:15])[CH2:10][CH2:9]1.[NH2:35][OH:36].[CH3:37]I.[OH-].[K+]. The catalyst is CS(C)=O.O. The product is [CH3:37][O:36][N:35]=[C:32]([C:4]1[CH:5]=[CH:6][C:7]([N:8]2[CH2:9][CH2:10][N:11]([C:14]([C:16]3[CH:21]=[C:20]([S:22]([CH3:25])(=[O:24])=[O:23])[CH:19]=[CH:18][C:17]=3[N:26]3[CH2:31][CH2:30][CH2:29][CH2:28][CH2:27]3)=[O:15])[CH2:12][CH2:13]2)=[C:2]([F:1])[CH:3]=1)[CH3:33]. The yield is 0.520.